From a dataset of Catalyst prediction with 721,799 reactions and 888 catalyst types from USPTO. Predict which catalyst facilitates the given reaction. (1) Reactant: CON(C)[C:4](=[O:18])[C:5]1[CH:10]=[C:9]([C:11]([F:14])([F:13])[F:12])[CH:8]=[C:7]([N+:15]([O-:17])=[O:16])[CH:6]=1.C1(C)C=CC=CC=1.[H-].C([Al+]CC(C)C)C(C)C.Cl. The catalyst class is: 1. Product: [N+:15]([C:7]1[CH:6]=[C:5]([CH:10]=[C:9]([C:11]([F:12])([F:13])[F:14])[CH:8]=1)[CH:4]=[O:18])([O-:17])=[O:16]. (2) Reactant: [C:1]1([N:7]2[C:11]([C:12]3[C:17](=[O:18])[CH:16]=[CH:15][N:14]([CH:19]4[CH2:24][CH2:23][NH:22][CH2:21][CH2:20]4)[N:13]=3)=[CH:10][CH:9]=[N:8]2)[CH:6]=[CH:5][CH:4]=[CH:3][CH:2]=1.I[C:26]1[CH:31]=[CH:30][CH:29]=[CH:28][CH:27]=1.CC1(C)C2C(=C(P(C3C=CC=CC=3)C3C=CC=CC=3)C=CC=2)OC2C(P(C3C=CC=CC=3)C3C=CC=CC=3)=CC=CC1=2.CC(C)([O-])C.[Na+]. Product: [C:26]1([N:22]2[CH2:23][CH2:24][CH:19]([N:14]3[CH:15]=[CH:16][C:17](=[O:18])[C:12]([C:11]4[N:7]([C:1]5[CH:2]=[CH:3][CH:4]=[CH:5][CH:6]=5)[N:8]=[CH:9][CH:10]=4)=[N:13]3)[CH2:20][CH2:21]2)[CH:31]=[CH:30][CH:29]=[CH:28][CH:27]=1. The catalyst class is: 488. (3) Reactant: Cl[CH2:2][C:3](=[O:5])[CH3:4].[C:6]1([P:12]([C:19]2[CH:24]=[CH:23][CH:22]=[CH:21][CH:20]=2)[C:13]2[CH:18]=[CH:17][CH:16]=[CH:15][CH:14]=2)[CH:11]=[CH:10][CH:9]=[CH:8][CH:7]=1. Product: [C:19]1([P:12]([C:6]2[CH:7]=[CH:8][CH:9]=[CH:10][CH:11]=2)([C:13]2[CH:18]=[CH:17][CH:16]=[CH:15][CH:14]=2)=[CH:2][C:3](=[O:5])[CH3:4])[CH:20]=[CH:21][CH:22]=[CH:23][CH:24]=1. The catalyst class is: 22. (4) Reactant: [Cl:1][C:2]1[N:3]=[C:4]2[C:10]3[CH:11]=[CH:12][CH:13]=[CH:14][C:9]=3[NH:8][C:7]3[N:15]=[CH:16][CH:17]=[CH:18][C:6]=3[N:5]2[C:19]=1[C:20]1[CH:25]=[CH:24][C:23]([C:26]2([NH:30]C(=O)OC(C)(C)C)[CH2:29][CH2:28][CH2:27]2)=[CH:22][CH:21]=1.[ClH:38].O1CCOCC1. Product: [ClH:1].[ClH:38].[ClH:1].[Cl:1][C:2]1[N:3]=[C:4]2[C:10]3[CH:11]=[CH:12][CH:13]=[CH:14][C:9]=3[NH:8][C:7]3[N:15]=[CH:16][CH:17]=[CH:18][C:6]=3[N:5]2[C:19]=1[C:20]1[CH:21]=[CH:22][C:23]([C:26]2([NH2:30])[CH2:29][CH2:28][CH2:27]2)=[CH:24][CH:25]=1. The catalyst class is: 2. (5) Product: [NH2:15][C:11]1[CH:10]=[C:9]([Cl:18])[C:8]([CH2:7][C:19]#[N:20])=[C:13]([Cl:14])[CH:12]=1. Reactant: C(OC(=O)[CH:7]([C:19]#[N:20])[C:8]1[C:13]([Cl:14])=[CH:12][C:11]([N+:15]([O-])=O)=[CH:10][C:9]=1[Cl:18])(C)(C)C.Cl.O.O.[Sn](Cl)Cl.C(=O)([O-])[O-].[Na+].[Na+]. The catalyst class is: 162. (6) Reactant: [Br:1][C:2]1[CH:27]=[N:26][C:5]2[N:6]=[C:7]([N:13]3[CH2:16][CH:15]([N:17](C)[C:18](=O)OC(C)(C)C)[CH2:14]3)[C:8]3[N:9]([CH:10]=[N:11][N:12]=3)[C:4]=2[CH:3]=1.C(O)(C(F)(F)F)=O. Product: [Br:1][C:2]1[CH:27]=[N:26][C:5]2[N:6]=[C:7]([N:13]3[CH2:16][CH:15]([NH:17][CH3:18])[CH2:14]3)[C:8]3[N:9]([CH:10]=[N:11][N:12]=3)[C:4]=2[CH:3]=1. The catalyst class is: 2.